Dataset: Reaction yield outcomes from USPTO patents with 853,638 reactions. Task: Predict the reaction yield, written as a fraction of the theoretical maximum amount of product (1.0 means a 100% yield; for example, 0.34 means a 34% yield). (1) The product is [Cl:1][C:2]1[C:3]([O:9][C:10]2[CH:15]=[C:14]([O:16][CH2:17][CH2:18][O:19][CH3:20])[CH:13]=[CH:12][C:11]=2[CH2:21][CH2:22][C:23]([O:25][CH2:26][CH3:27])=[O:24])=[N:4][CH:5]=[C:6]([Cl:8])[CH:7]=1. The yield is 0.690. The catalyst is CO. The reactants are [Cl:1][C:2]1[C:3]([O:9][C:10]2[CH:15]=[C:14]([O:16][CH2:17][CH2:18][O:19][CH3:20])[CH:13]=[CH:12][C:11]=2/[CH:21]=[CH:22]/[C:23]([O:25][CH2:26][CH3:27])=[O:24])=[N:4][CH:5]=[C:6]([Cl:8])[CH:7]=1. (2) The reactants are [CH3:1][CH:2](O)[CH2:3][CH:4]=[CH2:5].[C:7]1(=[O:17])[NH:11][C:10](=[O:12])[C:9]2=[CH:13][CH:14]=[CH:15][CH:16]=[C:8]12.C1(P(C2C=CC=CC=2)C2C=CC=CC=2)C=CC=CC=1.N(C(OCC)=O)=NC(OCC)=O. The catalyst is C1COCC1.O. The product is [CH2:1]=[CH:2][CH2:3][CH:4]([N:11]1[C:7](=[O:17])[C:8]2=[CH:16][CH:15]=[CH:14][CH:13]=[C:9]2[C:10]1=[O:12])[CH3:5]. The yield is 0.702. (3) The reactants are [CH:1](=O)[C:2]1[CH:7]=[CH:6][CH:5]=[CH:4][CH:3]=1.[CH2:9]([SH:13])[CH2:10][CH2:11][SH:12].B(F)(F)F.CCOCC. The catalyst is C(Cl)Cl. The product is [C:2]1([CH:1]2[S:13][CH2:9][CH2:10][CH2:11][S:12]2)[CH:7]=[CH:6][CH:5]=[CH:4][CH:3]=1. The yield is 0.870. (4) The reactants are [Cl:1][S:2]([OH:5])(=O)=[O:3].[Cl:6][C:7]1[CH:15]=[CH:14][CH:13]=[C:12]([Cl:16])[C:8]=1[C:9]([OH:11])=[O:10]. No catalyst specified. The product is [Cl:6][C:7]1[C:15]([S:2]([Cl:1])(=[O:5])=[O:3])=[CH:14][CH:13]=[C:12]([Cl:16])[C:8]=1[C:9]([OH:11])=[O:10]. The yield is 0.850. (5) The reactants are [N+:1]([O-:4])(O)=[O:2].[Br:5][C:6]1[CH:11]=[CH:10][CH:9]=[C:8]([CH2:12][CH3:13])[N+:7]=1[O-:14].OS(O)(=O)=O.[OH-].[Na+]. No catalyst specified. The product is [Br:5][C:6]1[CH:11]=[C:10]([N+:1]([O-:4])=[O:2])[CH:9]=[C:8]([CH2:12][CH3:13])[N+:7]=1[O-:14]. The yield is 0.650. (6) The reactants are [C:1]1([P:7]2[C:13]3[CH2:14][CH2:15][C:8]2=[CH:9][CH:10]=[CH:11][CH:12]=3)[CH:6]=[CH:5][CH:4]=[CH:3][CH:2]=1.[OH:16]O.O. The catalyst is C(Cl)(Cl)Cl. The product is [C:1]1([P:7]2(=[O:16])[C:13]3[CH2:14][CH2:15][C:8]2=[CH:9][CH:10]=[CH:11][CH:12]=3)[CH:6]=[CH:5][CH:4]=[CH:3][CH:2]=1. The yield is 0.500. (7) The reactants are C(NC(C)C)(C)C.[Li]CCCC.Cl[Si:14]([CH3:17])([CH3:16])[CH3:15].[Br:18][C:19]1[C:27]2[O:26][CH:25]=[CH:24][C:23]=2[CH:22]=[CH:21][CH:20]=1.[NH4+].[Cl-]. The catalyst is C1COCC1.Cl. The product is [Br:18][C:19]1[C:27]2[O:26][C:25]([Si:14]([CH3:17])([CH3:16])[CH3:15])=[CH:24][C:23]=2[CH:22]=[CH:21][CH:20]=1. The yield is 0.980. (8) The reactants are [CH2:1]([O:3][C:4](=[O:24])[C:5]([O:21][CH2:22][CH3:23])=[CH:6][C:7]1[CH:12]=[CH:11][C:10]([O:13]CC2C=CC=CC=2)=[CH:9][CH:8]=1)[CH3:2]. The catalyst is C(OCC)(=O)C.[Pd]. The product is [CH2:1]([O:3][C:4](=[O:24])[CH:5]([O:21][CH2:22][CH3:23])[CH2:6][C:7]1[CH:8]=[CH:9][C:10]([OH:13])=[CH:11][CH:12]=1)[CH3:2]. The yield is 1.00. (9) The reactants are [CH3:1][C:2]1[CH:7]=[CH:6][N:5]=[C:4]([NH2:8])[N:3]=1.[Br:9]N1C(=O)CCC1=O. The catalyst is C(Cl)(Cl)Cl.C(Cl)Cl. The product is [Br:9][C:7]1[C:2]([CH3:1])=[N:3][C:4]([NH2:8])=[N:5][CH:6]=1. The yield is 0.860. (10) The reactants are Cl.Cl.Cl.[CH:4]([N:17]1[CH2:20][CH:19]([NH:21][NH2:22])[CH2:18]1)([C:11]1[CH:16]=[CH:15][CH:14]=[CH:13][CH:12]=1)[C:5]1[CH:10]=[CH:9][CH:8]=[CH:7][CH:6]=1.C(O[CH:26]=[C:27]([C:30]#[N:31])[C:28]#[N:29])C.C(N(CC)CC)C.[OH:39]S(O)(=O)=O.N. The product is [NH2:29][C:28]1[N:21]([CH:19]2[CH2:18][N:17]([CH:4]([C:11]3[CH:16]=[CH:15][CH:14]=[CH:13][CH:12]=3)[C:5]3[CH:10]=[CH:9][CH:8]=[CH:7][CH:6]=3)[CH2:20]2)[N:22]=[CH:26][C:27]=1[C:30]([NH2:31])=[O:39]. The catalyst is CCO. The yield is 0.590.